This data is from Forward reaction prediction with 1.9M reactions from USPTO patents (1976-2016). The task is: Predict the product of the given reaction. (1) Given the reactants [Cl:1][C:2]1[N:7]([CH3:8])[C:6](=[O:9])[N:5]([CH3:10])[C:4](=[O:11])[C:3]=1[CH:12]=O.Cl.[NH2:15][OH:16].[OH-].[K+], predict the reaction product. The product is: [Cl:1][C:2]1[N:7]([CH3:8])[C:6](=[O:9])[N:5]([CH3:10])[C:4](=[O:11])[C:3]=1[CH:12]=[N:15][OH:16]. (2) Given the reactants [F:1][C:2]1[CH:7]=[CH:6][CH:5]=[CH:4][C:3]=1[N:8]1[C:12]([CH2:13][O:14][CH3:15])=[C:11]([C:16]([OH:18])=O)[N:10]=[N:9]1.[NH2:19][C:20](=[N:36]O)[C:21]1[CH:35]=[CH:34][C:24]([CH2:25][NH:26][C:27](=[O:33])[O:28][C:29]([CH3:32])([CH3:31])[CH3:30])=[CH:23][CH:22]=1, predict the reaction product. The product is: [F:1][C:2]1[CH:7]=[CH:6][CH:5]=[CH:4][C:3]=1[N:8]1[C:12]([CH2:13][O:14][CH3:15])=[C:11]([C:16]2[O:18][N:36]=[C:20]([C:21]3[CH:22]=[CH:23][C:24]([CH2:25][NH:26][C:27](=[O:33])[O:28][C:29]([CH3:30])([CH3:31])[CH3:32])=[CH:34][CH:35]=3)[N:19]=2)[N:10]=[N:9]1. (3) Given the reactants [Br:1][C:2]1[CH:3]=[CH:4][C:5]2[C:11](=O)/[C:10](=[CH:13]/[N:14](C)C)/[CH2:9][CH2:8][O:7][C:6]=2[CH:17]=1.Cl.Cl.[NH2:20]N, predict the reaction product. The product is: [Br:1][C:2]1[CH:3]=[CH:4][C:5]2[C:11]3[C:10]([CH2:9][CH2:8][O:7][C:6]=2[CH:17]=1)=[CH:13][NH:14][N:20]=3.